This data is from Reaction yield outcomes from USPTO patents with 853,638 reactions. The task is: Predict the reaction yield, written as a fraction of the theoretical maximum amount of product (1.0 means a 100% yield; for example, 0.34 means a 34% yield). (1) The catalyst is CN(C1C=CN=CC=1)C.C1COCC1. The product is [C:16]([O:15][C:13]([N:9]1[C:10]2[C:6](=[CH:5][C:4]([N+:1]([O-:3])=[O:2])=[CH:12][CH:11]=2)[CH:7]=[CH:8]1)=[O:14])([CH3:19])([CH3:18])[CH3:17]. The yield is 0.780. The reactants are [N+:1]([C:4]1[CH:5]=[C:6]2[C:10](=[CH:11][CH:12]=1)[NH:9][CH:8]=[CH:7]2)([O-:3])=[O:2].[C:13](O[C:13]([O:15][C:16]([CH3:19])([CH3:18])[CH3:17])=[O:14])([O:15][C:16]([CH3:19])([CH3:18])[CH3:17])=[O:14]. (2) The reactants are [CH:1]([Si:4]([CH:10]([CH3:12])[CH3:11])([CH:7]([CH3:9])[CH3:8])OC)([CH3:3])[CH3:2].C([Si](C(C)C)(C(C)C)OCCCC)(C)C.[ClH:28]. No catalyst specified. The product is [CH:1]([Si:4]([CH:10]([CH3:12])[CH3:11])([CH:7]([CH3:9])[CH3:8])[Cl:28])([CH3:3])[CH3:2]. The yield is 0.990.